Task: Predict the reaction yield, written as a fraction of the theoretical maximum amount of product (1.0 means a 100% yield; for example, 0.34 means a 34% yield).. Dataset: Reaction yield outcomes from USPTO patents with 853,638 reactions (1) The reactants are C[O:2][C:3](=[O:24])[C:4]1[CH:9]=[CH:8][C:7]([O:10][CH2:11][C:12]2[C:13]([C:17]3[CH:22]=[CH:21][C:20]([Cl:23])=[CH:19][CH:18]=3)=[N:14][O:15][CH:16]=2)=[N:6][CH:5]=1.O.[OH-].[Li+].Cl. The catalyst is C1COCC1.CO.O. The product is [Cl:23][C:20]1[CH:19]=[CH:18][C:17]([C:13]2[C:12]([CH2:11][O:10][C:7]3[CH:8]=[CH:9][C:4]([C:3]([OH:24])=[O:2])=[CH:5][N:6]=3)=[CH:16][O:15][N:14]=2)=[CH:22][CH:21]=1. The yield is 1.00. (2) The reactants are Br[C:2]1[C:3]2[N:4]([CH:13]=[N:14][N:15]=2)[C:5]2[C:10]([CH:11]=1)=[CH:9][CH:8]=[C:7]([Cl:12])[CH:6]=2.[CH3:16][N:17]1[CH2:22][CH2:21][NH:20][CH2:19][CH2:18]1.N1CCC[C@H]1C(O)=O.[O-]P([O-])([O-])=O.[K+].[K+].[K+]. The catalyst is [Cl-].[Na+].O.[Cu]I.CS(C)=O. The product is [Cl:12][C:7]1[CH:6]=[C:5]2[C:10]([CH:11]=[C:2]([N:20]3[CH2:21][CH2:22][N:17]([CH3:16])[CH2:18][CH2:19]3)[C:3]3[N:4]2[CH:13]=[N:14][N:15]=3)=[CH:9][CH:8]=1. The yield is 0.210. (3) The reactants are [C:1]([C:3]1[C:12]2[C:7](=[CH:8][CH:9]=[CH:10][CH:11]=2)[C:6](F)=[CH:5][CH:4]=1)#[N:2].[OH:14][CH:15]1[C:20]2([CH3:25])[CH2:21][N:22]([CH3:24])[CH2:23][C:16]1([CH3:26])[CH2:17][NH:18][CH2:19]2. No catalyst specified. The product is [OH:14][CH:15]1[C:16]2([CH3:26])[CH2:23][N:22]([CH3:24])[CH2:21][C:20]1([CH3:25])[CH2:19][N:18]([C:6]1[C:7]3[C:12](=[CH:11][CH:10]=[CH:9][CH:8]=3)[C:3]([C:1]#[N:2])=[CH:4][CH:5]=1)[CH2:17]2. The yield is 0.0800. (4) The reactants are NC1C=CC(C2C=NN(CCCO)C=2)=CC=1C(N(CC)CC)=O.[NH2:24][C:25]1[C:26]([C:40]([NH:42][CH3:43])=[O:41])=[N:27][C:28](B2OC(C)(C)C(C)(C)O2)=[CH:29][CH:30]=1.Br[C:45]1[CH:46]=[N:47][N:48]([CH2:51][CH2:52][CH2:53][OH:54])[C:49]=1[Cl:50]. No catalyst specified. The product is [NH2:24][C:25]1[C:26]([C:40]([NH:42][CH3:43])=[O:41])=[N:27][C:28]([C:45]2[CH:46]=[N:47][N:48]([CH2:51][CH2:52][CH2:53][OH:54])[C:49]=2[Cl:50])=[CH:29][CH:30]=1. The yield is 0.480. (5) The reactants are [C:1]1([S:7]([C:10]([CH:16]2[CH2:28][CH2:27][C:26]3[C:25]4[C:20](=[CH:21][CH:22]=[C:23]([Cl:29])[CH:24]=4)[NH:19][C:18]=3[CH2:17]2)([F:15])[C:11]([NH:13][CH3:14])=[O:12])(=[O:9])=[O:8])[CH:6]=[CH:5][CH:4]=[CH:3][CH:2]=1.CCN(CC)CC.[C:37]([O:41][C:42](=O)[O:43]C(C)(C)C)([CH3:40])([CH3:39])[CH3:38]. The catalyst is C(Cl)Cl.CN(C1C=CN=CC=1)C. The product is [C:37]([O:41][C:42]([N:19]1[C:18]2[CH2:17][CH:16]([C:10]([S:7]([C:1]3[CH:2]=[CH:3][CH:4]=[CH:5][CH:6]=3)(=[O:8])=[O:9])([F:15])[C:11](=[O:12])[NH:13][CH3:14])[CH2:28][CH2:27][C:26]=2[C:25]2[C:20]1=[CH:21][CH:22]=[C:23]([Cl:29])[CH:24]=2)=[O:43])([CH3:40])([CH3:39])[CH3:38]. The yield is 0.590. (6) The reactants are Cl[C:2]1[C:11]([C:12]([OH:14])=[O:13])=[CH:10][C:9]2[C:4](=[CH:5][CH:6]=[C:7]([Cl:15])[CH:8]=2)[N:3]=1.[NH2:16][C@@H:17]([C:25]([OH:27])=[O:26])[CH2:18][C:19]1[CH:24]=[CH:23][CH:22]=[CH:21][CH:20]=1. No catalyst specified. The product is [C:25]([C@H:17]([NH:16][C:2]1[C:11]([C:12]([OH:14])=[O:13])=[CH:10][C:9]2[C:4](=[CH:5][CH:6]=[C:7]([Cl:15])[CH:8]=2)[N:3]=1)[CH2:18][C:19]1[CH:24]=[CH:23][CH:22]=[CH:21][CH:20]=1)([OH:27])=[O:26]. The yield is 0.450. (7) The reactants are I[C:2]1[C:10]2[C:5](=[N:6][CH:7]=[N:8][C:9]=2[NH2:11])[NH:4][N:3]=1.[F:12][C:13]1[CH:14]=[C:15](B(O)O)[CH:16]=[CH:17][C:18]=1[O:19][CH3:20].C(=O)([O-])[O-].[Na+].[Na+].ClCCl. The catalyst is CN(C=O)C.C(O)C.O. The product is [F:12][C:13]1[CH:14]=[C:15]([C:2]2[C:10]3[C:5](=[N:6][CH:7]=[N:8][C:9]=3[NH2:11])[NH:4][N:3]=2)[CH:16]=[CH:17][C:18]=1[O:19][CH3:20]. The yield is 0.140.